Dataset: Full USPTO retrosynthesis dataset with 1.9M reactions from patents (1976-2016). Task: Predict the reactants needed to synthesize the given product. (1) Given the product [Br:1][C:2]1[CH:7]=[CH:6][C:5]([CH:8]([Br:17])[CH3:9])=[CH:4][CH:3]=1, predict the reactants needed to synthesize it. The reactants are: [Br:1][C:2]1[CH:7]=[CH:6][C:5]([CH2:8][CH3:9])=[CH:4][CH:3]=1.C1C(=O)N([Br:17])C(=O)C1. (2) Given the product [CH3:1][O:2][C:3](=[O:12])[C:4]1[CH:9]=[CH:8][C:7]([O:10][CH2:15][C:16]2[CH:21]=[CH:20][CH:19]=[C:18]([CH3:22])[N:17]=2)=[CH:6][C:5]=1[F:11], predict the reactants needed to synthesize it. The reactants are: [CH3:1][O:2][C:3](=[O:12])[C:4]1[CH:9]=[CH:8][C:7]([OH:10])=[CH:6][C:5]=1[F:11].Cl.Cl[CH2:15][C:16]1[CH:21]=[CH:20][CH:19]=[C:18]([CH3:22])[N:17]=1. (3) Given the product [Cl:17][C:18]1[S:22][C:21]([S:23]([NH:26][C:27]([CH:29]2[CH2:34][CH2:33][N:32]([C:2]3[C:12]([C:13]#[N:14])=[CH:11][C:5]([C:6]([O:8][CH2:9][CH3:10])=[O:7])=[C:4]([CH3:15])[N:3]=3)[CH2:31][CH2:30]2)=[O:28])(=[O:24])=[O:25])=[CH:20][CH:19]=1, predict the reactants needed to synthesize it. The reactants are: Cl[C:2]1[C:12]([C:13]#[N:14])=[CH:11][C:5]([C:6]([O:8][CH2:9][CH3:10])=[O:7])=[C:4]([CH3:15])[N:3]=1.Cl.[Cl:17][C:18]1[S:22][C:21]([S:23]([NH:26][C:27]([CH:29]2[CH2:34][CH2:33][NH:32][CH2:31][CH2:30]2)=[O:28])(=[O:25])=[O:24])=[CH:20][CH:19]=1.CCN(C(C)C)C(C)C. (4) Given the product [C:1]([O:4][CH2:5][CH2:6][C:7]1[CH:8]=[C:9]([Cl:14])[CH:10]=[C:11]([CH2:13][Br:15])[CH:12]=1)(=[O:3])[CH3:2], predict the reactants needed to synthesize it. The reactants are: [C:1]([O:4][CH2:5][CH2:6][C:7]1[CH:12]=[C:11]([CH3:13])[CH:10]=[C:9]([Cl:14])[CH:8]=1)(=[O:3])[CH3:2].[Br:15]N1C(=O)CCC1=O.